This data is from Catalyst prediction with 721,799 reactions and 888 catalyst types from USPTO. The task is: Predict which catalyst facilitates the given reaction. (1) Reactant: [Cl:1][C:2]1[CH:3]=[C:4]([C:8]2[C:13]3[N:14]([CH2:26][C@H:27]4[CH2:32][CH2:31][C@H:30]([CH3:33])[CH2:29][CH2:28]4)[C:15]([C:17]([C:19]4[CH:24]=[CH:23][CH:22]=[CH:21][C:20]=4[F:25])=[O:18])=[N:16][C:12]=3[CH:11]=[C:10]([C:34]3[NH:38][C:37](=[O:39])[O:36][N:35]=3)[N:9]=2)[CH:5]=[N:6][CH:7]=1.[CH3:40][Mg]Br. Product: [Cl:1][C:2]1[CH:3]=[C:4]([C:8]2[C:13]3[N:14]([CH2:26][C@H:27]4[CH2:32][CH2:31][C@H:30]([CH3:33])[CH2:29][CH2:28]4)[C:15]([C:17]([C:19]4[CH:24]=[CH:23][CH:22]=[CH:21][C:20]=4[F:25])([OH:18])[CH3:40])=[N:16][C:12]=3[CH:11]=[C:10]([C:34]3[NH:38][C:37](=[O:39])[O:36][N:35]=3)[N:9]=2)[CH:5]=[N:6][CH:7]=1. The catalyst class is: 7. (2) Reactant: [CH3:1][C:2]([C:4]1[CH:9]=[CH:8][C:7]([F:10])=[CH:6][C:5]=1[OH:11])=[O:3].Cl.Cl[CH2:14][CH2:15][N:16]1[CH2:21][CH2:20][O:19][CH2:18][CH2:17]1.C([O-])([O-])=O.[K+].[K+].[Na+].[I-]. Product: [F:10][C:7]1[CH:8]=[CH:9][C:4]([C:2](=[O:3])[CH3:1])=[C:5]([O:11][CH2:14][CH2:15][N:16]2[CH2:21][CH2:20][O:19][CH2:18][CH2:17]2)[CH:6]=1. The catalyst class is: 21. (3) Reactant: [F:1][C:2]1[CH:7]=[C:6]([N+:8]([O-])=O)[CH:5]=[CH:4][C:3]=1[N:11]1[CH:15]=[CH:14][CH:13]=[N:12]1.[Sn](Cl)Cl.[OH-].[Na+]. Product: [F:1][C:2]1[CH:7]=[C:6]([NH2:8])[CH:5]=[CH:4][C:3]=1[N:11]1[CH:15]=[CH:14][CH:13]=[N:12]1. The catalyst class is: 33.